Dataset: Forward reaction prediction with 1.9M reactions from USPTO patents (1976-2016). Task: Predict the product of the given reaction. Given the reactants [CH2:1]([N:8]1[CH2:13][CH:12]=[C:11]([C:14](=[O:22])[CH2:15][C:16]2[CH:20]=[CH:19][S:18][C:17]=2[F:21])[CH2:10][CH2:9]1)[C:2]1[CH:7]=[CH:6][CH:5]=[CH:4][CH:3]=1, predict the reaction product. The product is: [CH2:1]([N:8]1[CH2:13][CH2:12][CH:11]([C:14](=[O:22])[CH2:15][C:16]2[CH:20]=[CH:19][S:18][C:17]=2[F:21])[CH2:10][CH2:9]1)[C:2]1[CH:7]=[CH:6][CH:5]=[CH:4][CH:3]=1.